This data is from Catalyst prediction with 721,799 reactions and 888 catalyst types from USPTO. The task is: Predict which catalyst facilitates the given reaction. (1) Reactant: [Cl:1][C:2]1[C:3]([CH3:13])=[CH:4][C:5]([O:11][CH3:12])=[C:6]([C:8](=[O:10])[CH3:9])[CH:7]=1.[Br:14]N1C(=O)CCC1=O. Product: [Br:14][C:4]1[C:5]([O:11][CH3:12])=[C:6]([C:8](=[O:10])[CH3:9])[CH:7]=[C:2]([Cl:1])[C:3]=1[CH3:13]. The catalyst class is: 15. (2) Reactant: [C:1]([OH:10])(=[O:9])CC[CH2:4][CH2:5][C:6]([OH:8])=[O:7].OC[C:13]([CH3:17])(CO)C.C(OCCO)(=O)C=C.COC1C=CC(O)=CC=1.C(C1C=C(C)C=C(C(C)(C)C)C=1O)(C)(C)C.O=C=[N:53]C1CC(C)(C)CC(C)(CN=C=O)C1.[N-]=C=O.C(OC(COC(COC(COC(=O)C=C)C)C)C)(=O)C=C. Product: [C:6]([OH:8])(=[O:7])[CH:5]=[CH2:4].[NH2:53][C:1]([O:10][CH2:13][CH3:17])=[O:9]. The catalyst class is: 5. (3) Reactant: [NH2:1][C:2]1[CH:7]=[CH:6][C:5]([OH:8])=[CH:4][CH:3]=1.C(N(CC)CC)C.[Cl:16][C:17]1[N:22]=[C:21](Cl)[CH:20]=[CH:19][N:18]=1.N1C=CN=C1.[Si:29](Cl)([C:32]([CH3:35])([CH3:34])[CH3:33])([CH3:31])[CH3:30]. Product: [Si:29]([O:8][C:5]1[CH:6]=[CH:7][C:2]([NH:1][C:19]2[CH:20]=[CH:21][N:22]=[C:17]([Cl:16])[N:18]=2)=[CH:3][CH:4]=1)([C:32]([CH3:35])([CH3:34])[CH3:33])([CH3:31])[CH3:30]. The catalyst class is: 40. (4) Reactant: Br[C:2]1[CH:7]=[C:6]([C:8]2[C:9]([C:32]3[CH:37]=[CH:36][CH:35]=[CH:34][N:33]=3)=[N:10][N:11]([C:13]([C:26]3[CH:31]=[CH:30][CH:29]=[CH:28][CH:27]=3)([C:20]3[CH:25]=[CH:24][CH:23]=[CH:22][CH:21]=3)[C:14]3[CH:19]=[CH:18][CH:17]=[CH:16][CH:15]=3)[CH:12]=2)[CH:5]=[CH:4][N:3]=1.C([O-])([O-])=O.[Na+].[Na+].[OH:44][C:45]1[CH:50]=[CH:49][C:48](B(O)O)=[CH:47][CH:46]=1. Product: [OH:44][C:45]1[CH:50]=[CH:49][C:48]([C:2]2[CH:7]=[C:6]([C:8]3[C:9]([C:32]4[CH:37]=[CH:36][CH:35]=[CH:34][N:33]=4)=[N:10][N:11]([C:13]([C:26]4[CH:31]=[CH:30][CH:29]=[CH:28][CH:27]=4)([C:20]4[CH:25]=[CH:24][CH:23]=[CH:22][CH:21]=4)[C:14]4[CH:19]=[CH:18][CH:17]=[CH:16][CH:15]=4)[CH:12]=3)[CH:5]=[CH:4][N:3]=2)=[CH:47][CH:46]=1. The catalyst class is: 780. (5) Product: [CH3:37][N:38]([CH3:45])[C@@H:39]1[C@@H:40]([OH:44])[CH2:41][N:42]([C:2]2[C:21]([C:22]3[CH:27]=[N:26][CH:25]=[N:24][CH:23]=3)=[CH:20][C:5]([C:6]([NH:8][C:9]3[CH:14]=[CH:13][C:12]([O:15][C:16]([F:18])([F:19])[F:17])=[CH:11][CH:10]=3)=[O:7])=[CH:4][N:3]=2)[CH2:43]1. Reactant: Cl[C:2]1[C:21]([C:22]2[CH:23]=[N:24][CH:25]=[N:26][CH:27]=2)=[CH:20][C:5]([C:6]([NH:8][C:9]2[CH:14]=[CH:13][C:12]([O:15][C:16]([F:19])([F:18])[F:17])=[CH:11][CH:10]=2)=[O:7])=[CH:4][N:3]=1.CCN(C(C)C)C(C)C.[CH3:37][N:38]([CH3:45])[C@H:39]1[CH2:43][NH:42][CH2:41][C@@H:40]1[OH:44].C([O-])([O-])=O.[Na+].[Na+]. The catalyst class is: 41. (6) Reactant: [OH-].[Na+].C([O:5][C:6](=[O:29])[CH2:7][N:8]1[CH2:12][C:11]([CH3:14])([CH3:13])[CH:10]([O:15][C:16]2[CH:21]=[CH:20][C:19]([C:22]#[N:23])=[C:18]([C:24]([F:27])([F:26])[F:25])[CH:17]=2)[C:9]1=[O:28])C.Cl. Product: [C:22]([C:19]1[CH:20]=[CH:21][C:16]([O:15][CH:10]2[C:11]([CH3:14])([CH3:13])[CH2:12][N:8]([CH2:7][C:6]([OH:29])=[O:5])[C:9]2=[O:28])=[CH:17][C:18]=1[C:24]([F:27])([F:26])[F:25])#[N:23]. The catalyst class is: 40.